From a dataset of Peptide-MHC class I binding affinity with 185,985 pairs from IEDB/IMGT. Regression. Given a peptide amino acid sequence and an MHC pseudo amino acid sequence, predict their binding affinity value. This is MHC class I binding data. (1) The binding affinity (normalized) is 0.181. The MHC is HLA-A11:01 with pseudo-sequence HLA-A11:01. The peptide sequence is MLEGETKLY. (2) The peptide sequence is AGNLWVTVY. The MHC is Mamu-A11 with pseudo-sequence Mamu-A11. The binding affinity (normalized) is 0.0388. (3) The peptide sequence is RQSSGSSSSGF. The MHC is HLA-C04:01 with pseudo-sequence HLA-C04:01. The binding affinity (normalized) is 0.0847. (4) The peptide sequence is KVFSFWLLCK. The MHC is HLA-B35:01 with pseudo-sequence HLA-B35:01. The binding affinity (normalized) is 0.00501. (5) The peptide sequence is AMLCMFIPSV. The MHC is HLA-A02:01 with pseudo-sequence HLA-A02:01. The binding affinity (normalized) is 0.884. (6) The peptide sequence is KVRDRNFQL. The MHC is HLA-A68:02 with pseudo-sequence HLA-A68:02. The binding affinity (normalized) is 0.0847. (7) The MHC is HLA-A01:01 with pseudo-sequence HLA-A01:01. The binding affinity (normalized) is 0.0847. The peptide sequence is DYPDDFMDK.